From a dataset of Reaction yield outcomes from USPTO patents with 853,638 reactions. Predict the reaction yield, written as a fraction of the theoretical maximum amount of product (1.0 means a 100% yield; for example, 0.34 means a 34% yield). (1) The reactants are [CH2:1]([C:5]1[S:9][C:8]([S:10]([NH:13][C:14]([CH3:17])([CH3:16])[CH3:15])(=[O:12])=[O:11])=[C:7](B(O)O)[CH:6]=1)[CH:2]([CH3:4])[CH3:3].Br[C:22]1[CH:33]=[CH:32][C:25]([CH2:26][N:27]2[CH:31]=[N:30][CH:29]=[N:28]2)=[CH:24][CH:23]=1.[OH-].[Na+]. The catalyst is C1(C)C=CC=CC=1.C(O)C.CC([O-])=O.CC([O-])=O.[Pd+2].C1(P(C2C=CC=CC=2)C2C=CC=CC=2)C=CC=CC=1. The product is [N:27]1([CH2:26][C:25]2[CH:24]=[CH:23][C:22]([C:7]3[CH:6]=[C:5]([CH2:1][CH:2]([CH3:4])[CH3:3])[S:9][C:8]=3[S:10]([NH:13][C:14]([CH3:17])([CH3:16])[CH3:15])(=[O:12])=[O:11])=[CH:33][CH:32]=2)[CH:31]=[N:30][CH:29]=[N:28]1. The yield is 0.650. (2) The reactants are C([O:8][C:9](=O)[NH:10][C:11]1[CH:20]=[CH:19][C:14]2[O:15][CH2:16][CH2:17][O:18][C:13]=2[CH:12]=1)C1C=CC=CC=1.[C:22]([Si:26]([CH3:36])([CH3:35])[O:27][CH2:28][CH2:29][CH2:30][CH2:31][CH:32]1[CH2:34][O:33]1)([CH3:25])([CH3:24])[CH3:23].C(O[Li])(C)(C)C.C1COCC1.Cl. The catalyst is CN(C=O)C. The product is [C:22]([Si:26]([CH3:35])([CH3:36])[O:27][CH2:28][CH2:29][CH2:30][CH2:31][CH:32]1[O:33][C:9](=[O:8])[N:10]([C:11]2[CH:20]=[CH:19][C:14]3[O:15][CH2:16][CH2:17][O:18][C:13]=3[CH:12]=2)[CH2:34]1)([CH3:23])([CH3:24])[CH3:25]. The yield is 0.810. (3) The reactants are CC1(C)C(C)(C)OB([C:9]2[CH2:10][CH2:11][N:12]([C:15]([O:17][C:18]([CH3:21])([CH3:20])[CH3:19])=[O:16])[CH2:13][CH:14]=2)O1.C([O-])([O-])=O.[K+].[K+].Br[C:30]1[CH:31]=[C:32]([NH:37][C:38](=[O:42])[CH:39]([CH3:41])[CH3:40])[CH:33]=[CH:34][C:35]=1[CH3:36]. The catalyst is CN(C=O)C. The product is [C:38]([NH:37][C:32]1[CH:33]=[CH:34][C:35]([CH3:36])=[C:30]([C:9]2[CH2:10][CH2:11][N:12]([C:15]([O:17][C:18]([CH3:19])([CH3:20])[CH3:21])=[O:16])[CH2:13][CH:14]=2)[CH:31]=1)(=[O:42])[CH:39]([CH3:41])[CH3:40]. The yield is 0.620. (4) The reactants are [CH3:1][CH:2]([C:8]([O:10][CH2:11][CH3:12])=[O:9])[C:3]([O:5][CH2:6][CH3:7])=[O:4].[H-].[Na+].[Cl:15][C:16]1[N:21]=[C:20](Cl)[C:19]([F:23])=[CH:18][N:17]=1. The catalyst is C1COCC1. The product is [Cl:15][C:16]1[N:21]=[C:20]([C:2]([CH3:1])([C:3]([O:5][CH2:6][CH3:7])=[O:4])[C:8]([O:10][CH2:11][CH3:12])=[O:9])[C:19]([F:23])=[CH:18][N:17]=1. The yield is 0.830. (5) The reactants are C([O:4][CH2:5][C:6]1[C:7]([N:27]2[N:36]=[CH:35][C:34]3[C:29](=[C:30]([F:41])[CH:31]=[C:32]([C:37]([CH3:40])([CH3:39])[CH3:38])[CH:33]=3)[C:28]2=[O:42])=[N:8][CH:9]=[CH:10][C:11]=1[C:12]1[CH:17]=[C:16]([NH:18][C:19]2[CH:23]=[C:22]([CH3:24])[O:21][N:20]=2)[C:15](=[O:25])[N:14]([CH3:26])[CH:13]=1)(=O)C.O.[OH-].[Li+]. The product is [C:37]([C:32]1[CH:33]=[C:34]2[C:29](=[C:30]([F:41])[CH:31]=1)[C:28](=[O:42])[N:27]([C:7]1[C:6]([CH2:5][OH:4])=[C:11]([C:12]3[CH:17]=[C:16]([NH:18][C:19]4[CH:23]=[C:22]([CH3:24])[O:21][N:20]=4)[C:15](=[O:25])[N:14]([CH3:26])[CH:13]=3)[CH:10]=[CH:9][N:8]=1)[N:36]=[CH:35]2)([CH3:40])([CH3:38])[CH3:39]. The catalyst is C1COCC1.C(O)(C)C. The yield is 0.330. (6) The reactants are [CH3:1][O:2][C:3]1[CH:4]=[C:5]([N:12]2[CH2:17][CH2:16][O:15][CH2:14][CH2:13]2)[CH:6]=[CH:7][C:8]=1[N+:9]([O-])=O. The catalyst is O1CCCC1.[Pd]. The product is [CH3:1][O:2][C:3]1[CH:4]=[C:5]([N:12]2[CH2:17][CH2:16][O:15][CH2:14][CH2:13]2)[CH:6]=[CH:7][C:8]=1[NH2:9]. The yield is 1.00.